This data is from Forward reaction prediction with 1.9M reactions from USPTO patents (1976-2016). The task is: Predict the product of the given reaction. (1) Given the reactants P(Cl)(Cl)(Cl)(Cl)[Cl:2].[CH3:7][CH:8]1[CH2:13][CH2:12][N:11]([C:14]2[C:23]3[CH:22]=[N:21][CH:20]=[N:19][C:18]=3[N:17]=[C:16](O)[C:15]=2[C:25]2[C:30]([F:31])=[CH:29][C:28]([F:32])=[CH:27][C:26]=2[F:33])[CH2:10][CH2:9]1.O.C(=O)([O-])[O-].[Na+].[Na+], predict the reaction product. The product is: [Cl:2][C:16]1[C:15]([C:25]2[C:26]([F:33])=[CH:27][C:28]([F:32])=[CH:29][C:30]=2[F:31])=[C:14]([N:11]2[CH2:10][CH2:9][CH:8]([CH3:7])[CH2:13][CH2:12]2)[C:23]2[CH:22]=[N:21][CH:20]=[N:19][C:18]=2[N:17]=1. (2) Given the reactants [NH2:1][C:2]1[CH:3]=[C:4]([CH:21]=[CH:22][C:23]=1[F:24])[O:5][C:6]1[N:11]=[C:10]2[S:12][C:13]([NH:15][C:16]([CH:18]3[CH2:20][CH2:19]3)=[O:17])=[N:14][C:9]2=[CH:8][CH:7]=1.[S:25]1[CH:29]=[CH:28][C:27]([CH2:30][C:31](O)=[O:32])=[CH:26]1.F[P-](F)(F)(F)(F)F.N1(OC(N(C)C)=[N+](C)C)C2N=CC=CC=2N=N1, predict the reaction product. The product is: [F:24][C:23]1[CH:22]=[CH:21][C:4]([O:5][C:6]2[N:11]=[C:10]3[S:12][C:13]([NH:15][C:16]([CH:18]4[CH2:20][CH2:19]4)=[O:17])=[N:14][C:9]3=[CH:8][CH:7]=2)=[CH:3][C:2]=1[NH:1][C:31](=[O:32])[CH2:30][C:27]1[CH:28]=[CH:29][S:25][CH:26]=1. (3) Given the reactants Br[CH2:2][C:3]1[C:12]2[C:7](=[CH:8][C:9]([F:13])=[CH:10][CH:11]=2)[NH:6][C:5](=[O:14])[CH:4]=1.[NH:15]1[C:19]2[CH:20]=[CH:21][CH:22]=[CH:23][C:18]=2[N:17]=[C:16]1[C:24]1[S:28][CH:27]=[N:26][C:25]=1[CH3:29], predict the reaction product. The product is: [F:13][C:9]1[CH:8]=[C:7]2[C:12]([C:3]([CH2:2][N:15]3[C:19]4[CH:20]=[CH:21][CH:22]=[CH:23][C:18]=4[N:17]=[C:16]3[C:24]3[S:28][CH:27]=[N:26][C:25]=3[CH3:29])=[CH:4][C:5](=[O:14])[NH:6]2)=[CH:11][CH:10]=1.